Dataset: Reaction yield outcomes from USPTO patents with 853,638 reactions. Task: Predict the reaction yield, written as a fraction of the theoretical maximum amount of product (1.0 means a 100% yield; for example, 0.34 means a 34% yield). (1) The reactants are Cl.[CH3:2][NH:3][OH:4].[CH3:5][O-:6].[Na+].[Br:8][C:9]1[CH:10]=[C:11]2C(=[CH:17][CH:18]=1)O[CH:14]([C:19]1[CH:24]=[CH:23][C:22]([O:25][C:26]([F:29])([F:28])[F:27])=[CH:21][CH:20]=1)[CH2:13]/[C:12]/2=[N:30]\[C:31]#[N:32]. The catalyst is CO. The product is [Br:8][C:9]1[CH:10]=[C:11]2[C:12]3([O:4][N:3]([CH3:2])[C:31]([NH2:32])=[N:30]3)[CH2:13][CH:14]([C:19]3[CH:20]=[CH:21][C:22]([O:25][C:26]([F:27])([F:28])[F:29])=[CH:23][CH:24]=3)[O:6][C:5]2=[CH:17][CH:18]=1. The yield is 0.200. (2) The reactants are [Al+3].[Cl-].[Cl-].[Cl-].C(O[C:9](=[O:11])[CH3:10])(=O)C.[C:12]1([S:18]([N:21]2[C:29]3[C:24](=[CH:25][CH:26]=[CH:27][CH:28]=3)[CH2:23][CH2:22]2)(=[O:20])=[O:19])[CH:17]=[CH:16][CH:15]=[CH:14][CH:13]=1. The catalyst is C(Cl)Cl. The product is [C:12]1([S:18]([N:21]2[C:29]3[C:24](=[CH:25][C:26]([C:9](=[O:11])[CH3:10])=[CH:27][CH:28]=3)[CH2:23][CH2:22]2)(=[O:20])=[O:19])[CH:13]=[CH:14][CH:15]=[CH:16][CH:17]=1. The yield is 0.790.